Dataset: Forward reaction prediction with 1.9M reactions from USPTO patents (1976-2016). Task: Predict the product of the given reaction. Given the reactants [OH:1][C:2]([CH:4]([C:6]1[CH:15]=[CH:14][C:9]([CH2:10][CH:11]([CH3:13])[CH3:12])=[CH:8][CH:7]=1)[CH3:5])=[O:3].[OH-].[Na+:17], predict the reaction product. The product is: [CH2:10]([C:9]1[CH:8]=[CH:7][C:6]([CH:4]([CH3:5])[C:2]([O-:3])=[O:1])=[CH:15][CH:14]=1)[CH:11]([CH3:13])[CH3:12].[Na+:17].